Dataset: Catalyst prediction with 721,799 reactions and 888 catalyst types from USPTO. Task: Predict which catalyst facilitates the given reaction. (1) Reactant: [OH:1][C:2]1[CH:3]=[C:4]([CH:8]=[C:9]([OH:11])[CH:10]=1)[C:5]([OH:7])=[O:6].[C:12]([O-:15])([O-])=O.[K+].[K+].[C:18](Cl)(=[O:22])[CH:19]([CH3:21])[CH3:20].[CH3:24][CH:25](O)[CH3:26]. Product: [C:18]([O:1][C:2]1[CH:3]=[C:4]([CH:8]=[C:9]([O:11][C:12](=[O:15])[CH:25]([CH3:26])[CH3:24])[CH:10]=1)[C:5]([OH:7])=[O:6])(=[O:22])[CH:19]([CH3:21])[CH3:20]. The catalyst class is: 6. (2) Reactant: [Br:1][C:2]1[CH:3]=[N:4][CH:5]=[C:6]([CH:12]=1)[C:7](OCC)=[O:8].[BH4-].[Na+].O. Product: [Br:1][C:2]1[CH:12]=[C:6]([CH2:7][OH:8])[CH:5]=[N:4][CH:3]=1. The catalyst class is: 5. (3) Reactant: [Br:1][C:2]1[CH:7]=[CH:6][C:5](=[O:8])[NH:4][C:3]=1[C:9]#[N:10].[Si:11](Cl)([C:14]([CH3:17])([CH3:16])[CH3:15])([CH3:13])[CH3:12].N1C=CN=C1. Product: [Br:1][C:2]1[C:3]([C:9]#[N:10])=[N:4][C:5]([O:8][Si:11]([C:14]([CH3:17])([CH3:16])[CH3:15])([CH3:13])[CH3:12])=[CH:6][CH:7]=1. The catalyst class is: 18.